From a dataset of Forward reaction prediction with 1.9M reactions from USPTO patents (1976-2016). Predict the product of the given reaction. (1) Given the reactants [C:1]([C:9]([O:11]C)=[O:10])(=[O:8])[C:2]1[CH:7]=[CH:6][CH:5]=[CH:4][CH:3]=1.[C:13]1([C:19]([CH:21]=[O:22])=[O:20])[CH:18]=[CH:17][CH:16]=[CH:15][CH:14]=1, predict the reaction product. The product is: [C:1]([C:9]([OH:11])=[O:10])(=[O:8])[C:2]1[CH:7]=[CH:6][CH:5]=[CH:4][CH:3]=1.[C:13]1([C:19]([CH:21]=[O:22])=[O:20])[CH:18]=[CH:17][CH:16]=[CH:15][CH:14]=1. (2) Given the reactants [Cl:1][C:2]1[CH:3]=[C:4]([C:13]([OH:16])([CH3:15])[CH3:14])[CH:5]=[C:6]([CH:8]2OCC[O:9]2)[CH:7]=1.O.C1(C)C=CC(S(O)(=O)=O)=CC=1, predict the reaction product. The product is: [Cl:1][C:2]1[CH:7]=[C:6]([CH:5]=[C:4]([C:13]([OH:16])([CH3:14])[CH3:15])[CH:3]=1)[CH:8]=[O:9]. (3) Given the reactants F[C:2]1[N:7]=[CH:6][C:5]([C:8]2[S:9][C:10]3[CH:16]=[CH:15][C:14]([O:17][CH3:18])=[CH:13][C:11]=3[N:12]=2)=[CH:4][CH:3]=1.[CH3:19][NH2:20].O.ClCCl, predict the reaction product. The product is: [CH3:18][O:17][C:14]1[CH:15]=[CH:16][C:10]2[S:9][C:8]([C:5]3[CH:4]=[CH:3][C:2]([NH:20][CH3:19])=[N:7][CH:6]=3)=[N:12][C:11]=2[CH:13]=1. (4) Given the reactants [CH3:1][S:2]([C:5]1[N:10]=[CH:9][C:8]([N:11]2[C:16]3[CH:17]=[C:18]([O:21][C@H:22]4[CH2:26][CH2:25][N:24]([C:27]5C=[CH:31][CH:30]=[CH:29][N:28]=5)[CH2:23]4)[CH:19]=[CH:20][C:15]=3[O:14][CH2:13][CH2:12]2)=[CH:7][C:6]=1[CH3:33])(=[O:4])=[O:3].ClC1N=CC=C[N:36]=1.CCN(C(C)C)C(C)C, predict the reaction product. The product is: [CH3:1][S:2]([C:5]1[N:10]=[CH:9][C:8]([N:11]2[C:16]3[CH:17]=[C:18]([O:21][C@H:22]4[CH2:26][CH2:25][N:24]([C:27]5[N:28]=[CH:29][CH:30]=[CH:31][N:36]=5)[CH2:23]4)[CH:19]=[CH:20][C:15]=3[O:14][CH2:13][CH2:12]2)=[CH:7][C:6]=1[CH3:33])(=[O:3])=[O:4]. (5) Given the reactants [C:1]([O:5][C:6]([N:8]([CH2:30][C@@H:31]([C:33]1[CH:38]=[CH:37][CH:36]=[C:35]([Cl:39])[CH:34]=1)[OH:32])[CH2:9][CH2:10][C:11]1[CH:16]=[CH:15][C:14]([C:17]2[CH:22]=[CH:21][C:20]([C:23](O)=[O:24])=[C:19]([S:26][CH:27]([CH3:29])[CH3:28])[CH:18]=2)=[CH:13][CH:12]=1)=[O:7])([CH3:4])([CH3:3])[CH3:2].[C:40]([O:43][CH2:44][CH2:45][CH2:46][S:47]([NH2:50])(=[O:49])=[O:48])(=[O:42])[CH3:41].C1CCN2C(=NCCC2)CC1.Cl, predict the reaction product. The product is: [C:40]([O:43][CH2:44][CH2:45][CH2:46][S:47]([NH:50][C:23]([C:20]1[CH:21]=[CH:22][C:17]([C:14]2[CH:13]=[CH:12][C:11]([CH2:10][CH2:9][N:8]([C:6]([O:5][C:1]([CH3:2])([CH3:4])[CH3:3])=[O:7])[CH2:30][C@@H:31]([C:33]3[CH:38]=[CH:37][CH:36]=[C:35]([Cl:39])[CH:34]=3)[OH:32])=[CH:16][CH:15]=2)=[CH:18][C:19]=1[S:26][CH:27]([CH3:29])[CH3:28])=[O:24])(=[O:48])=[O:49])(=[O:42])[CH3:41].